From a dataset of Full USPTO retrosynthesis dataset with 1.9M reactions from patents (1976-2016). Predict the reactants needed to synthesize the given product. Given the product [C:9]([O:8][C:6]([C:5]1[CH:13]=[C:14]([O:15][CH2:16][CH3:17])[C:2]([B:26]([OH:29])[OH:27])=[C:3]([O:18][CH2:19][CH3:20])[CH:4]=1)=[O:7])([CH3:12])([CH3:11])[CH3:10], predict the reactants needed to synthesize it. The reactants are: Br[C:2]1[C:14]([O:15][CH2:16][CH3:17])=[CH:13][C:5]([C:6]([O:8][C:9]([CH3:12])([CH3:11])[CH3:10])=[O:7])=[CH:4][C:3]=1[O:18][CH2:19][CH3:20].[Li]CCCC.[B:26](OC)([O:29]C)[O:27]C.